This data is from Forward reaction prediction with 1.9M reactions from USPTO patents (1976-2016). The task is: Predict the product of the given reaction. Given the reactants [C:1](OC(=O)C)(=[O:3])[CH3:2].[NH2:8][C:9]1[N:14]=[CH:13][C:12](/[CH:15]=[CH:16]/[C:17]([N:19]([CH2:21][C:22]2[C:30]3[C:25](=[CH:26][CH:27]=[CH:28][CH:29]=3)[N:24]([CH3:31])[CH:23]=2)[CH3:20])=[O:18])=[CH:11][CH:10]=1.C(=O)(O)[O-].[Na+], predict the reaction product. The product is: [C:1]([NH:8][C:9]1[N:14]=[CH:13][C:12](/[CH:15]=[CH:16]/[C:17]([N:19]([CH3:20])[CH2:21][C:22]2[C:30]3[C:25](=[CH:26][CH:27]=[CH:28][CH:29]=3)[N:24]([CH3:31])[CH:23]=2)=[O:18])=[CH:11][CH:10]=1)(=[O:3])[CH3:2].